From a dataset of Catalyst prediction with 721,799 reactions and 888 catalyst types from USPTO. Predict which catalyst facilitates the given reaction. Reactant: [C:1]12([CH2:11][CH2:12][OH:13])[CH2:10][CH:5]3[CH2:6][CH:7]([CH2:9][CH:3]([CH2:4]3)[CH2:2]1)[CH2:8]2.C(Cl)(=O)C(Cl)=O. Product: [C:1]12([CH2:11][CH:12]=[O:13])[CH2:8][CH:7]3[CH2:6][CH:5]([CH2:4][CH:3]([CH2:9]3)[CH2:2]1)[CH2:10]2. The catalyst class is: 16.